Dataset: Forward reaction prediction with 1.9M reactions from USPTO patents (1976-2016). Task: Predict the product of the given reaction. (1) Given the reactants Cl.COC[O:5][C:6]1[CH:11]=[CH:10][C:9]([N:12]2[CH2:17][CH2:16][CH:15]([CH2:18][CH2:19][O:20][CH2:21][C:22]3[CH:27]=[CH:26][C:25]([O:28][C:29]([F:32])([F:31])[F:30])=[CH:24][CH:23]=3)[CH2:14][CH2:13]2)=[CH:8][CH:7]=1, predict the reaction product. The product is: [F:31][C:29]([F:30])([F:32])[O:28][C:25]1[CH:24]=[CH:23][C:22]([CH2:21][O:20][CH2:19][CH2:18][CH:15]2[CH2:14][CH2:13][N:12]([C:9]3[CH:8]=[CH:7][C:6]([OH:5])=[CH:11][CH:10]=3)[CH2:17][CH2:16]2)=[CH:27][CH:26]=1. (2) Given the reactants [C:1]([Cl:11])(=[O:10])[CH:2]=[CH:3][C:4]1[CH:9]=[CH:8][CH:7]=[CH:6][CH:5]=1.[F:12][C:13]1[CH:18]=[C:17]([O:19][C:20]2[C:25]([F:26])=[C:24]([F:27])[CH:23]=[C:22]([F:28])[C:21]=2[F:29])[CH:16]=[CH:15][C:14]=1[C:30]1[C:38]2[C:33](=[N:34][CH:35]=[N:36][C:37]=2[NH2:39])[N:32]([C@@H:40]2[CH2:44][CH2:43][NH:42][CH2:41]2)[N:31]=1.C(#N)C.O, predict the reaction product. The product is: [NH2:39][C:37]1[N:36]=[CH:35][N:34]=[C:33]2[N:32]([C@@H:40]3[CH2:44][CH2:43][N:42]([C:1](=[O:10])/[CH:2]=[CH:3]/[C:4]4[CH:9]=[CH:8][CH:7]=[CH:6][CH:5]=4)[CH2:41]3)[N:31]=[C:30]([C:14]3[CH:15]=[CH:16][C:17]([O:19][C:20]4[C:25]([F:26])=[C:24]([F:27])[CH:23]=[C:22]([F:28])[C:21]=4[F:29])=[CH:18][C:13]=3[F:12])[C:38]=12.[ClH:11]. (3) Given the reactants C([O:3][C:4]([C:6]1[CH:11]=[CH:10][CH:9]=[C:8](Br)[N:7]=1)=[O:5])C.[Br-].[CH:14]1([Zn+])[CH2:17][CH2:16][CH2:15]1.C1(C2C(C(O)=O)=CC=CC=2)CCCC1, predict the reaction product. The product is: [CH:14]1([C:8]2[N:7]=[C:6]([C:4]([OH:3])=[O:5])[CH:11]=[CH:10][CH:9]=2)[CH2:17][CH2:16][CH2:15]1. (4) The product is: [C:30]1([CH3:40])[CH:35]=[CH:34][C:33]([S:36]([O:25][C@@H:23]2[CH2:22][CH2:21][C@@:20]3([CH3:26])[C@H:19]([CH2:18][C@@H:17]([OH:27])[C@@H:16]4[C@@H:15]3[CH2:14][C@H:13]([OH:28])[C@@:12]3([CH3:29])[C@H:11]4[CH2:10][CH2:9][C@@H:8]3[C@H:2]([CH3:1])[CH2:3][CH2:4][CH2:42][C:41]([OH:44])=[O:43])[CH2:24]2)(=[O:38])=[O:37])=[CH:32][CH:31]=1. Given the reactants [CH3:1][C@@H:2]([C@@H:8]1[C@@:12]2([CH3:29])[C@@H:13]([OH:28])[CH2:14][C@@H:15]3[C@@:20]4([CH3:26])[CH2:21][CH2:22][C@@H:23]([OH:25])[CH2:24][C@H:19]4[CH2:18][C@@H:17]([OH:27])[C@H:16]3[C@@H:11]2[CH2:10][CH2:9]1)[CH2:3][CH2:4]C(O)=O.[C:30]1([CH3:40])[CH:35]=[CH:34][C:33]([S:36](Cl)(=[O:38])=[O:37])=[CH:32][CH:31]=1.[C:41]([O:44]CC)(=[O:43])[CH3:42].O, predict the reaction product. (5) Given the reactants [CH3:1][O:2][C:3]1[N:8]=[N:7][C:6]([N:9]2[C:13]([C:14]3[CH:15]=[N:16][C:17]([CH3:20])=[CH:18][CH:19]=3)=[CH:12][C:11]([C:21]([OH:23])=[O:22])=[N:10]2)=[CH:5][CH:4]=1.[CH3:24][Si](C=[N+]=[N-])(C)C, predict the reaction product. The product is: [CH3:24][O:22][C:21]([C:11]1[CH:12]=[C:13]([C:14]2[CH:15]=[N:16][C:17]([CH3:20])=[CH:18][CH:19]=2)[N:9]([C:6]2[N:7]=[N:8][C:3]([O:2][CH3:1])=[CH:4][CH:5]=2)[N:10]=1)=[O:23]. (6) Given the reactants C(N(CC)CC)C.Cl[C:9](Cl)([O:11]C(=O)OC(Cl)(Cl)Cl)Cl.[CH3:20][C:21]1[CH:26]=[C:25]([C:27]2[CH:28]=[CH:29][C:30]3[N:36]4[CH2:37][C@H:33]([CH2:34][CH2:35]4)[NH:32][C:31]=3[N:38]=2)[CH:24]=[CH:23][N:22]=1.[CH:39]([O:42][C:43]1[N:48]=[C:47]([NH2:49])[CH:46]=[N:45][CH:44]=1)([CH3:41])[CH3:40], predict the reaction product. The product is: [CH:39]([O:42][C:43]1[N:48]=[C:47]([NH:49][C:9]([N:32]2[C@@H:33]3[CH2:37][N:36]([CH2:35][CH2:34]3)[C:30]3[CH:29]=[CH:28][C:27]([C:25]4[CH:24]=[CH:23][N:22]=[C:21]([CH3:20])[CH:26]=4)=[N:38][C:31]2=3)=[O:11])[CH:46]=[N:45][CH:44]=1)([CH3:41])[CH3:40]. (7) Given the reactants Cl[C:2]1[C:7]2[NH:8][C:9]3[CH:10]=[C:11]([O:15][CH2:16][CH2:17][O:18][CH3:19])[CH:12]=[CH:13][C:14]=3[C:6]=2[C:5]([C:20]2[CH:25]=[CH:24][CH:23]=[C:22]([N+:26]([O-])=O)[C:21]=2[CH3:29])=[N:4][N:3]=1.[C:30]([O-:33])(=[O:32])C.[Na+].[CH3:35]O, predict the reaction product. The product is: [NH2:26][C:22]1[C:21]([CH3:29])=[C:20]([C:5]2[C:6]3[C:14]4[CH:13]=[CH:12][C:11]([O:15][CH2:16][CH2:17][O:18][CH3:19])=[CH:10][C:9]=4[NH:8][C:7]=3[C:2]([C:30]([O:33][CH3:35])=[O:32])=[N:3][N:4]=2)[CH:25]=[CH:24][CH:23]=1.